From a dataset of Full USPTO retrosynthesis dataset with 1.9M reactions from patents (1976-2016). Predict the reactants needed to synthesize the given product. (1) Given the product [F:1][C:2]([F:7])([F:6])[C:3]([OH:5])=[O:4].[F:8][C:9]1[CH:14]=[CH:13][CH:12]=[CH:11][C:10]=1[C:15]1[N:20]=[CH:19][C:18]([O:21][CH2:22][C:23]([N:26]2[CH2:31][CH2:30][CH2:29][CH2:28][CH2:27]2)=[O:25])=[CH:17][CH:16]=1, predict the reactants needed to synthesize it. The reactants are: [F:1][C:2]([F:7])([F:6])[C:3]([OH:5])=[O:4].[F:8][C:9]1[CH:14]=[CH:13][CH:12]=[CH:11][C:10]=1[C:15]1[N:20]=[CH:19][C:18]([O:21][CH2:22][C:23]([OH:25])=O)=[CH:17][CH:16]=1.[NH:26]1[CH2:31][CH2:30][CH2:29][CH2:28][CH2:27]1. (2) Given the product [Cl:28][C:2]1[N:7]2[N:8]=[C:9]([C:11]([O:13][CH2:14][CH3:15])=[O:12])[N:10]=[C:6]2[CH:5]=[C:4]([C:16]2[CH:21]=[CH:20][C:19]([C:22]([F:25])([F:24])[F:23])=[CH:18][CH:17]=2)[N:3]=1, predict the reactants needed to synthesize it. The reactants are: O[C:2]1[N:7]2[N:8]=[C:9]([C:11]([O:13][CH2:14][CH3:15])=[O:12])[N:10]=[C:6]2[CH:5]=[C:4]([C:16]2[CH:21]=[CH:20][C:19]([C:22]([F:25])([F:24])[F:23])=[CH:18][CH:17]=2)[N:3]=1.P(Cl)(Cl)([Cl:28])=O. (3) Given the product [CH3:28][O:27][C:21]1[CH:22]=[C:23]([O:25][CH3:26])[N:24]=[C:19]([NH:18][C:2]2[CH:7]=[C:6]([C:8]([F:11])([F:10])[F:9])[N:5]=[C:4]([C:12]3[CH:13]=[N:14][CH:15]=[CH:16][CH:17]=3)[N:3]=2)[N:20]=1, predict the reactants needed to synthesize it. The reactants are: Cl[C:2]1[CH:7]=[C:6]([C:8]([F:11])([F:10])[F:9])[N:5]=[C:4]([C:12]2[CH:13]=[N:14][CH:15]=[CH:16][CH:17]=2)[N:3]=1.[NH2:18][C:19]1[N:24]=[C:23]([O:25][CH3:26])[CH:22]=[C:21]([O:27][CH3:28])[N:20]=1. (4) Given the product [CH:6]([S:7]([N:11]1[CH2:15][CH2:14][CH2:13][CH2:12]1)(=[O:9])=[O:8])=[CH2:5], predict the reactants needed to synthesize it. The reactants are: ClCCl.Cl[CH2:5][CH2:6][S:7](Cl)(=[O:9])=[O:8].[NH:11]1[CH2:15][CH2:14][CH2:13][CH2:12]1.Cl. (5) Given the product [CH3:1][N:2]([CH3:20])[C:3]([C@@H:5]1[CH2:9][CH2:8][CH2:7][N:6]1[C:10]1[CH:15]=[CH:14][C:13]([NH:16][C:17]2[N:19]=[C:25]([C:27]3[N:31]([CH:32]([CH3:33])[CH3:34])[C:30]([CH3:35])=[N:29][CH:28]=3)[C:24]([F:36])=[CH:23][N:18]=2)=[CH:12][CH:11]=1)=[O:4], predict the reactants needed to synthesize it. The reactants are: [CH3:1][N:2]([CH3:20])[C:3]([C@@H:5]1[CH2:9][CH2:8][CH2:7][N:6]1[C:10]1[CH:15]=[CH:14][C:13]([NH:16][C:17]([NH2:19])=[NH:18])=[CH:12][CH:11]=1)=[O:4].CN(C)/[CH:23]=[C:24](\[F:36])/[C:25]([C:27]1[N:31]([CH:32]([CH3:34])[CH3:33])[C:30]([CH3:35])=[N:29][CH:28]=1)=O.